From a dataset of Retrosynthesis with 50K atom-mapped reactions and 10 reaction types from USPTO. Predict the reactants needed to synthesize the given product. (1) Given the product CC(CO[Si](c1ccccc1)(C(C)(C)C)C(C)(C)C)Oc1cc(Oc2ccc(S(C)(=O)=O)cc2)cc2cc(C3=NCC(CC(=O)O)S3)[nH]c12, predict the reactants needed to synthesize it. The reactants are: CCOC(=O)CC1CN=C(c2cc3cc(Oc4ccc(S(C)(=O)=O)cc4)cc(OC(C)CO[Si](c4ccccc4)(C(C)(C)C)C(C)(C)C)c3[nH]2)S1. (2) Given the product CC(C)c1cc(COc2ccc([C@H](CC(=O)N3C(=O)OC[C@@H]3Cc3ccccc3)c3ccon3)cc2)ccc1C(C)(C)C, predict the reactants needed to synthesize it. The reactants are: CC(C)c1cc(CCl)ccc1C(C)(C)C.O=C(C[C@@H](c1ccc(O)cc1)c1ccon1)N1C(=O)OC[C@@H]1Cc1ccccc1. (3) Given the product CC(C)(C)OC(=O)N1CCN(c2ccc(N)c(CN)c2)CC1, predict the reactants needed to synthesize it. The reactants are: CC(=O)NCc1cc(N2CCN(C(=O)OC(C)(C)C)CC2)ccc1N. (4) Given the product COc1nc2ccc(Br)cc2c(Cl)c1Cc1ccc(C(F)(F)F)cc1, predict the reactants needed to synthesize it. The reactants are: C[O-].FC(F)(F)c1ccc(Cc2c(Cl)nc3ccc(Br)cc3c2Cl)cc1. (5) Given the product CCC(=O)NCCN1C(=O)C(C)(C)Oc2cc(C(F)(F)F)c(C(=O)N(C(C)C)[C@@H]3CCCN(C(=O)OC(C)Cl)C3)cc21, predict the reactants needed to synthesize it. The reactants are: CC(Cl)OC(=O)Cl.CCC(=O)NCCN1C(=O)C(C)(C)Oc2cc(C(F)(F)F)c(C(=O)N(C(C)C)[C@@H]3CCCNC3)cc21. (6) Given the product O=[N+]([O-])c1cc(Cl)c(Cl)nc1Nc1ccc(CCO)cc1, predict the reactants needed to synthesize it. The reactants are: Nc1ccc(CCO)cc1.O=[N+]([O-])c1cc(Cl)c(Cl)nc1Cl. (7) Given the product O=C(NCCc1cccs1)c1cc(Cl)cc(Cl)c1, predict the reactants needed to synthesize it. The reactants are: NCCc1cccs1.O=C(Cl)c1cc(Cl)cc(Cl)c1. (8) Given the product CC(C)(C)OC[C@H]1O[C@](n2cnc3c(NC(=O)c4ccccc4)ncnc32)([SiH](c2ccccc2)c2ccccc2)[C@H](OCCO)[C@@H]1O, predict the reactants needed to synthesize it. The reactants are: CC(C)(C)OC[C@H]1O[C@](n2cnc3c(N)ncnc32)([SiH](c2ccccc2)c2ccccc2)[C@H](OCCO)[C@@H]1O.O=C(Cl)c1ccccc1. (9) Given the product O=C(NC/C=C\COc1cc(CN2CCCCC2)ccn1)c1cc[nH]c1, predict the reactants needed to synthesize it. The reactants are: NC/C=C\COc1cc(CN2CCCCC2)ccn1.O=C(O)c1cc[nH]c1.